Dataset: Full USPTO retrosynthesis dataset with 1.9M reactions from patents (1976-2016). Task: Predict the reactants needed to synthesize the given product. (1) Given the product [Br:1][C:2]1[C:3]2[N:10]=[CH:11][NH:9][C:4]=2[CH:5]=[C:6]([F:8])[CH:7]=1, predict the reactants needed to synthesize it. The reactants are: [Br:1][C:2]1[CH:7]=[C:6]([F:8])[CH:5]=[C:4]([NH2:9])[C:3]=1[NH2:10].[CH:11](O)=O. (2) Given the product [Br:1][C:2]1[CH:7]=[CH:6][C:5]([S:8][C:16]2[CH:21]=[CH:20][C:19]([N+:22]([O-:24])=[O:23])=[CH:18][CH:17]=2)=[CH:4][CH:3]=1, predict the reactants needed to synthesize it. The reactants are: [Br:1][C:2]1[CH:7]=[CH:6][C:5]([SH:8])=[CH:4][CH:3]=1.C([O-])([O-])=O.[K+].[K+].F[C:16]1[CH:21]=[CH:20][C:19]([N+:22]([O-:24])=[O:23])=[CH:18][CH:17]=1. (3) Given the product [C:1]1([N:7]2[C:15]3[C:10](=[CH:11][CH:12]=[CH:13][CH:14]=3)[C:9]([CH2:16][CH2:17][CH2:18][N:26]3[CH2:31][CH2:30][CH:29]([C:32]4[CH:37]=[CH:36][C:35]([NH:38][C:39](=[O:42])[CH2:40][CH3:41])=[CH:34][CH:33]=4)[CH2:28][CH2:27]3)=[C:8]2[C:20]2[CH:25]=[CH:24][CH:23]=[CH:22][CH:21]=2)[CH:6]=[CH:5][CH:4]=[CH:3][CH:2]=1, predict the reactants needed to synthesize it. The reactants are: [C:1]1([N:7]2[C:15]3[C:10](=[CH:11][CH:12]=[CH:13][CH:14]=3)[C:9]([CH2:16][CH2:17][CH2:18]O)=[C:8]2[C:20]2[CH:25]=[CH:24][CH:23]=[CH:22][CH:21]=2)[CH:6]=[CH:5][CH:4]=[CH:3][CH:2]=1.[NH:26]1[CH2:31][CH2:30][CH:29]([C:32]2[CH:37]=[CH:36][C:35]([NH:38][C:39](=[O:42])[CH2:40][CH3:41])=[CH:34][CH:33]=2)[CH2:28][CH2:27]1. (4) Given the product [O:1]1[C:2]([C:10]([Cl:16])=[O:12])=[CH:3][C:4]2[CH:9]=[CH:8][CH:7]=[CH:6][C:5]1=2, predict the reactants needed to synthesize it. The reactants are: [O:1]1[C:5]2[CH:6]=[CH:7][CH:8]=[CH:9][C:4]=2[CH:3]=[C:2]1[C:10]([OH:12])=O.C(Cl)(=O)C([Cl:16])=O.